Task: Predict the product of the given reaction.. Dataset: Forward reaction prediction with 1.9M reactions from USPTO patents (1976-2016) (1) The product is: [Cl:4][C:5]1[CH:6]=[C:7]([CH:10]=[CH:11][C:12]=1[S:2][CH3:1])[C:8]#[N:9]. Given the reactants [CH3:1][S-:2].[Na+].[Cl:4][C:5]1[CH:6]=[C:7]([CH:10]=[CH:11][C:12]=1F)[C:8]#[N:9], predict the reaction product. (2) The product is: [N:23]1[CH:24]=[C:25]([CH:26]=[O:27])[N:21]2[CH2:18][CH2:20][CH2:19][CH2:28][C:22]=12. Given the reactants Cl.N1CCCCC1=N.BrC(=COC(C)C)C=O.[CH:18]1([N:21]2[C:25]([CH:26]=[O:27])=[CH:24][N:23]=[C:22]2[CH3:28])[CH2:20][CH2:19]1, predict the reaction product. (3) Given the reactants [F:1][C:2]1[CH:7]=[CH:6][C:5]([C:8]2[C:13]([C:14]3[CH:15]=[N:16][C:17]([CH2:20][NH2:21])=[CH:18][CH:19]=3)=[CH:12][CH:11]=[CH:10][N:9]=2)=[CH:4][C:3]=1[CH3:22].CCN(C(C)C)C(C)C.Cl[C:33](=[O:39])[C:34]([O:36][CH2:37][CH3:38])=[O:35], predict the reaction product. The product is: [F:1][C:2]1[CH:7]=[CH:6][C:5]([C:8]2[C:13]([C:14]3[CH:15]=[N:16][C:17]([CH2:20][NH:21][C:33](=[O:39])[C:34]([O:36][CH2:37][CH3:38])=[O:35])=[CH:18][CH:19]=3)=[CH:12][CH:11]=[CH:10][N:9]=2)=[CH:4][C:3]=1[CH3:22]. (4) Given the reactants [I:1][C:2]1[CH:7]=[CH:6][N:5]=[C:4]([O:8][CH3:9])[C:3]=1[CH:10]=[O:11].[CH2:12](O)[CH:13]=[CH:14][CH3:15].C([SiH](CC)CC)C.FC(F)(F)C(O)=O.C(=O)(O)[O-].[Na+], predict the reaction product. The product is: [CH2:12]([O:11][CH2:10][C:3]1[C:4]([O:8][CH3:9])=[N:5][CH:6]=[CH:7][C:2]=1[I:1])[CH:13]=[CH:14][CH3:15]. (5) The product is: [C:1]1([NH:7][C:8]([N:12]2[C:13]3[CH:19]=[CH:18][CH:17]=[CH:16][C:14]=3[NH:15][C:11]2=[O:10])=[O:9])[CH:6]=[CH:5][CH:4]=[CH:3][CH:2]=1. Given the reactants [C:1]1([N:7]=[C:8]=[O:9])[CH:6]=[CH:5][CH:4]=[CH:3][CH:2]=1.[OH:10][C:11]1[NH:12][C:13]2[CH:19]=[CH:18][CH:17]=[CH:16][C:14]=2[N:15]=1, predict the reaction product. (6) Given the reactants [F:1][C:2]1[CH:3]=[C:4]([CH:13]([CH3:19])[C:14]([O:16]CC)=[O:15])[CH:5]=[CH:6][C:7]=1[CH2:8][S:9]([CH3:12])(=[O:11])=[O:10].O1CCCC1.[OH-].[Li+], predict the reaction product. The product is: [F:1][C:2]1[CH:3]=[C:4]([CH:13]([CH3:19])[C:14]([OH:16])=[O:15])[CH:5]=[CH:6][C:7]=1[CH2:8][S:9]([CH3:12])(=[O:11])=[O:10].